From a dataset of Peptide-MHC class I binding affinity with 185,985 pairs from IEDB/IMGT. Regression. Given a peptide amino acid sequence and an MHC pseudo amino acid sequence, predict their binding affinity value. This is MHC class I binding data. (1) The peptide sequence is KQWGWFALL. The MHC is HLA-B15:09 with pseudo-sequence HLA-B15:09. The binding affinity (normalized) is 0.0847. (2) The peptide sequence is LEKEEGII. The MHC is Mamu-A11 with pseudo-sequence Mamu-A11. The binding affinity (normalized) is 0.433. (3) The peptide sequence is MPFAWQFGF. The MHC is HLA-B15:42 with pseudo-sequence HLA-B15:42. The binding affinity (normalized) is 0.213. (4) The peptide sequence is STFNMWREIL. The MHC is HLA-A02:03 with pseudo-sequence HLA-A02:03. The binding affinity (normalized) is 0.371. (5) The peptide sequence is FPYTGDPPY. The MHC is HLA-B35:01 with pseudo-sequence HLA-B35:01. The binding affinity (normalized) is 1.00. (6) The peptide sequence is RKCCRAKFKQLLQH. The MHC is HLA-A03:01 with pseudo-sequence HLA-A03:01. The binding affinity (normalized) is 0. (7) The peptide sequence is VVNYDNSTK. The MHC is HLA-B44:02 with pseudo-sequence HLA-B44:02. The binding affinity (normalized) is 0.0847. (8) The peptide sequence is NTIAVITETI. The MHC is HLA-A02:03 with pseudo-sequence HLA-A02:03. The binding affinity (normalized) is 0.627. (9) The peptide sequence is YSRPWNWTF. The MHC is HLA-B83:01 with pseudo-sequence HLA-B83:01. The binding affinity (normalized) is 0.213. (10) The peptide sequence is YLTSFVVPI. The MHC is HLA-A02:12 with pseudo-sequence HLA-A02:12. The binding affinity (normalized) is 1.00.